Dataset: Reaction yield outcomes from USPTO patents with 853,638 reactions. Task: Predict the reaction yield, written as a fraction of the theoretical maximum amount of product (1.0 means a 100% yield; for example, 0.34 means a 34% yield). (1) No catalyst specified. The product is [Br:9][C:3]1[C:2]([NH:1][S:19]([C:16]2[CH:17]=[CH:18][C:13]3[N:12]=[CH:11][S:10][C:14]=3[CH:15]=2)(=[O:20])=[O:21])=[CH:7][CH:6]=[C:5]([CH3:8])[N:4]=1. The reactants are [NH2:1][C:2]1[C:3]([Br:9])=[N:4][C:5]([CH3:8])=[CH:6][CH:7]=1.[S:10]1[C:14]2[CH:15]=[C:16]([S:19](Cl)(=[O:21])=[O:20])[CH:17]=[CH:18][C:13]=2[N:12]=[CH:11]1. The yield is 0.350. (2) No catalyst specified. The reactants are [Cl:1][C:2]1[CH:3]=[CH:4][C:5]([S:9][CH3:10])=[C:6]([NH2:8])[CH:7]=1.[CH3:11][C:12]1[O:16][C:15]([S:17](Cl)(=[O:19])=[O:18])=[CH:14][CH:13]=1. The yield is 0.480. The product is [Cl:1][C:2]1[CH:3]=[CH:4][C:5]([S:9][CH3:10])=[C:6]([NH:8][S:17]([C:15]2[O:16][C:12]([CH3:11])=[CH:13][CH:14]=2)(=[O:19])=[O:18])[CH:7]=1. (3) The reactants are [CH3:1][CH:2]([CH3:35])[CH2:3][CH2:4][N:5]1[CH2:10][CH2:9][CH:8]([N:11]([CH2:25][C:26]2[CH:34]=[CH:33][C:29]([C:30](O)=[O:31])=[CH:28][CH:27]=2)[C:12]([C:14]2[CH:19]=[CH:18][C:17]([CH2:20][CH2:21][CH2:22][CH2:23][CH3:24])=[CH:16][N:15]=2)=[O:13])[CH2:7][CH2:6]1.CN(C(ON1N=NC2C=CC=CC1=2)=[N+](C)C)C.[B-](F)(F)(F)F.CCN(C(C)C)C(C)C.[F:67][C:68]1[CH:75]=[CH:74][CH:73]=[C:72]([F:76])[C:69]=1[CH2:70][NH2:71]. No catalyst specified. The product is [F:67][C:68]1[CH:75]=[CH:74][CH:73]=[C:72]([F:76])[C:69]=1[CH2:70][NH:71][C:30]([C:29]1[CH:33]=[CH:34][C:26]([CH2:25][N:11]([CH:8]2[CH2:9][CH2:10][N:5]([CH2:4][CH2:3][CH:2]([CH3:35])[CH3:1])[CH2:6][CH2:7]2)[C:12]([C:14]2[CH:19]=[CH:18][C:17]([CH2:20][CH2:21][CH2:22][CH2:23][CH3:24])=[CH:16][N:15]=2)=[O:13])=[CH:27][CH:28]=1)=[O:31]. The yield is 0.500. (4) The reactants are [Cl:1][C:2]1[C:3]2[N:4]([CH:20]=[CH:21][N:22]=2)[CH:5]=[C:6]([C:17](O)=[O:18])[C:7]=1[NH:8][C:9]1[CH:14]=[CH:13][C:12]([I:15])=[CH:11][C:10]=1[F:16].[OH:23][C:24]1([CH:28]2[CH2:33][CH2:32][CH2:31][CH2:30][N:29]2[C:34]([O:36][C:37]([CH3:40])([CH3:39])[CH3:38])=[O:35])[CH2:27][NH:26][CH2:25]1.Cl.CN(C)CCCN=C=NCC. The catalyst is CN(C)C1C=CN=CC=1.CN(C)C=O. The product is [Cl:1][C:2]1[C:3]2[N:4]([CH:20]=[CH:21][N:22]=2)[CH:5]=[C:6]([C:17]([N:26]2[CH2:27][C:24]([CH:28]3[CH2:33][CH2:32][CH2:31][CH2:30][N:29]3[C:34]([O:36][C:37]([CH3:40])([CH3:39])[CH3:38])=[O:35])([OH:23])[CH2:25]2)=[O:18])[C:7]=1[NH:8][C:9]1[CH:14]=[CH:13][C:12]([I:15])=[CH:11][C:10]=1[F:16]. The yield is 0.830. (5) The reactants are [OH:1][N:2]=[C:3]([NH2:14])[CH2:4][C:5]1[CH:10]=[CH:9][C:8]([N+:11]([O-:13])=[O:12])=[CH:7][CH:6]=1.CN(C)C(=O)C.[C:21](Cl)(=O)[CH2:22][CH3:23]. The catalyst is O. The product is [CH2:22]([C:23]1[O:1][N:2]=[C:3]([CH2:4][C:5]2[CH:6]=[CH:7][C:8]([N+:11]([O-:13])=[O:12])=[CH:9][CH:10]=2)[N:14]=1)[CH3:21]. The yield is 0.600. (6) The reactants are Cl[C:2](=[N:13][OH:14])[C@H:3]1[CH2:8][CH2:7][C@H:6]([C:9]([O:11][CH3:12])=[O:10])[CH2:5][CH2:4]1.C(O[C:19]([CH3:21])=[CH2:20])(=O)C.C(N(CC)CC)C. The catalyst is ClCCl. The product is [CH3:12][O:11][C:9]([C@H:6]1[CH2:7][CH2:8][C@H:3]([C:2]2[CH:20]=[C:19]([CH3:21])[O:14][N:13]=2)[CH2:4][CH2:5]1)=[O:10]. The yield is 0.500. (7) The reactants are [C:1]([O:5][C:6](=[O:23])[N:7]([CH2:12][CH2:13][C:14]1[CH:19]=[CH:18][C:17]([Cl:20])=[C:16]([CH:21]=O)[CH:15]=1)[CH2:8][CH:9]([F:11])[F:10])([CH3:4])([CH3:3])[CH3:2].[CH:24]1([NH2:27])[CH2:26][CH2:25]1.[BH4-].[Na+]. The catalyst is CO. The product is [C:1]([O:5][C:6](=[O:23])[N:7]([CH2:12][CH2:13][C:14]1[CH:19]=[CH:18][C:17]([Cl:20])=[C:16]([CH2:21][NH:27][CH:24]2[CH2:26][CH2:25]2)[CH:15]=1)[CH2:8][CH:9]([F:11])[F:10])([CH3:4])([CH3:3])[CH3:2]. The yield is 0.730. (8) The reactants are [Cl:1][C:2]1[CH:3]=[C:4]([Mg]Br)[CH:5]=[CH:6][C:7]=1[F:8].[CH3:11][O:12][C:13]1[CH:14]=[C:15]([CH:24]=[CH:25][CH:26]=1)[CH2:16][N:17]1[CH2:22][CH2:21][C:20](=[O:23])[CH2:19][CH2:18]1. The catalyst is O1CCCC1. The product is [Cl:1][C:2]1[CH:3]=[C:4]([C:20]2([OH:23])[CH2:19][CH2:18][N:17]([CH2:16][C:15]3[CH:24]=[CH:25][CH:26]=[C:13]([O:12][CH3:11])[CH:14]=3)[CH2:22][CH2:21]2)[CH:5]=[CH:6][C:7]=1[F:8]. The yield is 0.260. (9) The yield is 0.606. The reactants are C(=O)([O-])[O-].[K+].[K+].[OH:7][C:8]1[CH:12]=[C:11]([CH3:13])[NH:10][N:9]=1.F[C:15]1[CH:20]=[CH:19][C:18]([N+:21]([O-:23])=[O:22])=[CH:17][C:16]=1[C:24]([F:27])([F:26])[F:25].Cl. The catalyst is CN(C=O)C. The product is [CH3:13][C:11]1[NH:10][N:9]=[C:8]([O:7][C:15]2[CH:20]=[CH:19][C:18]([N+:21]([O-:23])=[O:22])=[CH:17][C:16]=2[C:24]([F:25])([F:26])[F:27])[CH:12]=1. (10) The reactants are [OH-].[Na+].[I-].[CH3:4][S+](C)(C)=O.C[O:10][CH2:11][C:12]([C:14]1[CH:19]=[CH:18][CH:17]=[C:16]([CH:20]=[CH:21][C:22]2[N:31]([C:32]3[CH:37]=[CH:36][CH:35]=[CH:34][CH:33]=3)[C:30](=[O:38])[C:29]3[C:24](=[CH:25][CH:26]=[CH:27][CH:28]=3)[N:23]=2)C=1O)=[O:13].Cl. The catalyst is CN(C=O)C.O. The product is [OH:10][C:11]1[C:12]([O:13][CH3:4])=[CH:14][CH:19]=[CH:18][C:17]=1[C@H:16]1[CH2:20][C@H:21]1[C:22]1[N:31]([C:32]2[CH:33]=[CH:34][CH:35]=[CH:36][CH:37]=2)[C:30](=[O:38])[C:29]2[C:24](=[CH:25][CH:26]=[CH:27][CH:28]=2)[N:23]=1. The yield is 0.150.